This data is from Catalyst prediction with 721,799 reactions and 888 catalyst types from USPTO. The task is: Predict which catalyst facilitates the given reaction. (1) The catalyst class is: 1. Reactant: [OH:1][CH:2]1[CH2:7][CH2:6][CH:5]([O:8][C:9]2[CH:24]=[CH:23][C:12]([C:13]([O:15][CH2:16][C:17]3[CH:22]=[CH:21][CH:20]=[CH:19][CH:18]=3)=[O:14])=[CH:11][CH:10]=2)[CH2:4][CH2:3]1.Br[CH2:26][C:27]([O:29][C:30]([CH3:33])([CH3:32])[CH3:31])=[O:28].[H-].[Na+].[Cl-].[NH4+]. Product: [C:30]([O:29][C:27](=[O:28])[CH2:26][O:1][CH:2]1[CH2:7][CH2:6][CH:5]([O:8][C:9]2[CH:24]=[CH:23][C:12]([C:13]([O:15][CH2:16][C:17]3[CH:22]=[CH:21][CH:20]=[CH:19][CH:18]=3)=[O:14])=[CH:11][CH:10]=2)[CH2:4][CH2:3]1)([CH3:33])([CH3:32])[CH3:31]. (2) Reactant: [F:1][C:2]([F:35])([F:34])[C:3]1[CH:4]=[C:5]([C:13]2([C:16]([NH:18][C:19]3[CH:20]=[N:21][C:22](Cl)=[CH:23][C:24]=3[C:25]3[CH:30]=[CH:29][C:28]([F:31])=[CH:27][C:26]=3[CH3:32])=[O:17])[CH2:15][CH2:14]2)[CH:6]=[C:7]([C:9]([F:12])([F:11])[F:10])[CH:8]=1.[CH2:36]1[NH:41][CH2:40][CH2:39][N:38]2[C:42](=[O:45])[CH2:43][CH2:44][C@@H:37]12.[C:46](=O)([O-])[O-].[K+].[K+].[NH4+].[Cl-]. Product: [F:1][C:2]([F:35])([F:34])[C:3]1[CH:4]=[C:5]([C:13]2([C:16]([N:18]([C:19]3[CH:20]=[N:21][C:22]([N:41]4[CH2:40][CH2:39][N:38]5[C:42](=[O:45])[CH2:43][CH2:44][C@H:37]5[CH2:36]4)=[CH:23][C:24]=3[C:25]3[CH:30]=[CH:29][C:28]([F:31])=[CH:27][C:26]=3[CH3:32])[CH3:46])=[O:17])[CH2:15][CH2:14]2)[CH:6]=[C:7]([C:9]([F:12])([F:11])[F:10])[CH:8]=1. The catalyst class is: 16. (3) Reactant: [CH3:1][C:2]1[C:3]([O:18][CH:19]([CH3:21])[CH3:20])=[CH:4][C:5]2[NH:9][C:8](=[O:10])[N:7]([CH:11]3[CH2:16][CH2:15][NH:14][CH2:13][CH2:12]3)[C:6]=2[CH:17]=1.[O:22]1[CH2:27][CH2:26][C:25](=O)[CH2:24][CH2:23]1.C(N(CC)CC)C.C(O[BH-](OC(=O)C)OC(=O)C)(=O)C.[Na+].[OH-].[Na+].[ClH:52]. The catalyst class is: 98. Product: [ClH:52].[CH3:1][C:2]1[C:3]([O:18][CH:19]([CH3:21])[CH3:20])=[CH:4][C:5]2[NH:9][C:8](=[O:10])[N:7]([CH:11]3[CH2:12][CH2:13][N:14]([CH:25]4[CH2:26][CH2:27][O:22][CH2:23][CH2:24]4)[CH2:15][CH2:16]3)[C:6]=2[CH:17]=1. (4) Reactant: [Cl:1][C:2]1[CH:7]=[C:6]([Cl:8])[CH:5]=[CH:4][C:3]=1[C:9]1[N:10]=[C:11]([CH2:28][CH3:29])[C:12]([NH:17][C@@H:18]2[C:26]3[C:21](=[CH:22][CH:23]=[CH:24][CH:25]=3)[CH2:20][C@@H:19]2[OH:27])=[N:13][C:14]=1[CH2:15][CH3:16].N1C=CC=CC=1.[C:36](Cl)(=[O:38])[CH3:37]. Product: [C:36]([O:27][C@H:19]1[CH2:20][C:21]2[C:26](=[CH:25][CH:24]=[CH:23][CH:22]=2)[C@H:18]1[NH:17][C:12]1[C:11]([CH2:28][CH3:29])=[N:10][C:9]([C:3]2[CH:4]=[CH:5][C:6]([Cl:8])=[CH:7][C:2]=2[Cl:1])=[C:14]([CH2:15][CH3:16])[N:13]=1)(=[O:38])[CH3:37]. The catalyst class is: 4. (5) Reactant: [CH3:1][C:2]([C:9]1[CH:14]=[CH:13][CH:12]=[CH:11][CH:10]=1)([CH3:8])[C:3](=O)[C:4]([OH:6])=[O:5].[CH2:15]([NH2:17])[CH3:16]. Product: [CH3:1][C:2]([CH3:8])([C:9]1[CH:14]=[CH:13][CH:12]=[CH:11][CH:10]=1)[C@@H:3]([C:4]([OH:6])=[O:5])[NH:17][CH2:15][CH3:16]. The catalyst class is: 7. (6) Reactant: Cl[C:2]1[C:7]([C:8]([OH:10])=[O:9])=[C:6]([F:11])[C:5]([NH:12][S:13]([CH2:16][CH2:17][CH3:18])(=[O:15])=[O:14])=[CH:4][CH:3]=1. Product: [F:11][C:6]1[C:5]([NH:12][S:13]([CH2:16][CH2:17][CH3:18])(=[O:15])=[O:14])=[CH:4][CH:3]=[CH:2][C:7]=1[C:8]([OH:10])=[O:9]. The catalyst class is: 105. (7) Reactant: Br[C:2]1[CH:3]=[C:4]([S:8]([NH:11][C:12]2[CH:20]=[CH:19][C:15]([C:16]([OH:18])=[O:17])=[C:14]([OH:21])[CH:13]=2)(=[O:10])=[O:9])[S:5][C:6]=1[Cl:7].[C:22]1(B(O)O)[CH:27]=[CH:26][CH:25]=[CH:24][CH:23]=1.C(=O)([O-])[O-].[Na+].[Na+].C(Cl)Cl. Product: [Cl:7][C:6]1[S:5][C:4]([S:8]([NH:11][C:12]2[CH:20]=[CH:19][C:15]([C:16]([OH:18])=[O:17])=[C:14]([OH:21])[CH:13]=2)(=[O:10])=[O:9])=[CH:3][C:2]=1[C:22]1[CH:27]=[CH:26][CH:25]=[CH:24][CH:23]=1. The catalyst class is: 75. (8) The catalyst class is: 1. Reactant: [CH2:1]([N:8]1[CH2:13][CH2:12][N:11]([C:14]([C:16]2[CH:20]=[C:19]([CH3:21])[N:18]([C:22]3[CH:27]=[CH:26][CH:25]=[CH:24][CH:23]=3)[C:17]=2[C:28]2[CH:33]=[CH:32][CH:31]=[CH:30][CH:29]=2)=[O:15])[CH:10]([CH2:34][CH2:35][NH:36][CH:37]([CH3:39])[CH3:38])[CH2:9]1)[C:2]1[CH:7]=[CH:6][CH:5]=[CH:4][CH:3]=1.C(N([CH2:45][CH3:46])CC)C.C([CH:49]([CH2:53][C:54](Cl)=[O:55])[C:50](Cl)=[O:51])C.C(=O)(O)[O-:58].[Na+]. Product: [CH2:1]([N:8]1[CH2:13][CH2:12][N:11]([C:14]([C:16]2[CH:20]=[C:19]([CH3:21])[N:18]([C:22]3[CH:27]=[CH:26][CH:25]=[CH:24][CH:23]=3)[C:17]=2[C:28]2[CH:29]=[CH:30][CH:31]=[CH:32][CH:33]=2)=[O:15])[CH:10]([CH2:34][CH2:35][N:36]([CH:37]([CH3:39])[CH3:38])[C:54](=[O:55])[CH2:53][CH2:49][C:50]([O:51][CH2:45][CH3:46])=[O:58])[CH2:9]1)[C:2]1[CH:7]=[CH:6][CH:5]=[CH:4][CH:3]=1.